This data is from Forward reaction prediction with 1.9M reactions from USPTO patents (1976-2016). The task is: Predict the product of the given reaction. (1) Given the reactants C(O[C:5](=[O:7])[CH3:6])(=O)C.[CH3:8][N:9]([CH3:17])[C:10]1[CH:15]=[CH:14][C:13]([NH2:16])=[CH:12][CH:11]=1.CCOCC, predict the reaction product. The product is: [C:5]([NH:16][C:13]1[CH:14]=[CH:15][C:10]([N:9]([CH3:17])[CH3:8])=[CH:11][CH:12]=1)(=[O:7])[CH3:6]. (2) Given the reactants [N+](C1C=CC(C([O:10][C@H:11]([C@H:14]2[O:23][C@@H:17]3[O:18][C:19]([CH3:22])([CH3:21])[O:20][C@@H:16]3[CH2:15]2)[CH2:12][CH3:13])=O)=CC=1)([O-])=O.C([O-])([O-])=O.[K+].[K+], predict the reaction product. The product is: [CH3:22][C:19]1([CH3:21])[O:18][C@H:17]2[O:23][C@H:14]([C@@H:11]([OH:10])[CH2:12][CH3:13])[CH2:15][C@H:16]2[O:20]1. (3) Given the reactants [CH:1]1[C:10]2[C:5](=[CH:6][CH:7]=[CH:8][CH:9]=2)[CH:4]=[CH:3][N:2]=1.B(O[O-])=[O:12].[Na+].[B-]1(O)(O)OO[B-](O)(O)OO1, predict the reaction product. The product is: [CH:1]1[C:10]2[C:5](=[CH:6][CH:7]=[CH:8][CH:9]=2)[CH:4]=[CH:3][N+:2]=1[O-:12]. (4) Given the reactants [CH2:1]([S:3]([C:6]1[CH:14]=[C:13]([N:15]2[CH2:20][CH2:19][O:18][CH2:17][CH2:16]2)[CH:12]=[C:11]([CH3:21])[C:7]=1[C:8]([NH2:10])=[O:9])(=[O:5])=[O:4])[CH3:2].[OH-].[Na+].[Cl:24][C:25]1[CH:32]=[CH:31][C:28]([CH2:29]Br)=[CH:27][CH:26]=1, predict the reaction product. The product is: [Cl:24][C:25]1[CH:32]=[CH:31][C:28]([CH2:29][NH:10][C:8](=[O:9])[C:7]2[C:11]([CH3:21])=[CH:12][C:13]([N:15]3[CH2:16][CH2:17][O:18][CH2:19][CH2:20]3)=[CH:14][C:6]=2[S:3]([CH2:1][CH3:2])(=[O:5])=[O:4])=[CH:27][CH:26]=1. (5) Given the reactants [CH3:1][O:2][C:3]1[C:4]([CH3:12])=[C:5]([CH:9]=[CH:10][CH:11]=1)[C:6](O)=[O:7].C1C=CC2N(O)N=[N:19]C=2C=1.N, predict the reaction product. The product is: [CH3:1][O:2][C:3]1[C:4]([CH3:12])=[C:5]([CH:9]=[CH:10][CH:11]=1)[C:6]([NH2:19])=[O:7]. (6) Given the reactants [C:1]([O:5][C:6]([N:8]1[C:12]2([CH2:17][CH2:16][CH2:15][NH:14][CH2:13]2)[CH2:11][CH2:10][CH2:9]1)=[O:7])([CH3:4])([CH3:3])[CH3:2].Cl[C:19]1[C:20]2[CH:27]=[CH:26][NH:25][C:21]=2[N:22]=[CH:23][N:24]=1.C(=O)([O-])[O-].[K+].[K+], predict the reaction product. The product is: [C:1]([O:5][C:6]([N:8]1[C:12]2([CH2:17][CH2:16][CH2:15][N:14]([C:19]3[C:20]4[CH:27]=[CH:26][NH:25][C:21]=4[N:22]=[CH:23][N:24]=3)[CH2:13]2)[CH2:11][CH2:10][CH2:9]1)=[O:7])([CH3:4])([CH3:2])[CH3:3]. (7) Given the reactants I[C:2]1[CH:3]=[C:4]([CH:10]=[CH:11][CH:12]=1)[C:5]([O:7][CH2:8][CH3:9])=[O:6].C([Mg]Cl)(C)C.[F:18][C:19]1[CH:24]=[CH:23][C:22]([C:25]2[N:26]=[CH:27][N:28]3[C:37]=2[CH:36]=[C:35]2[C@@:30]([CH3:40])([C@@H:31]([CH:38]=[O:39])[CH2:32][CH2:33][CH2:34]2)[CH2:29]3)=[CH:21][CH:20]=1, predict the reaction product. The product is: [F:18][C:19]1[CH:24]=[CH:23][C:22]([C:25]2[N:26]=[CH:27][N:28]3[C:37]=2[CH:36]=[C:35]2[C@@:30]([CH3:40])([C@@H:31]([CH:38]([OH:39])[C:2]4[CH:3]=[C:4]([CH:10]=[CH:11][CH:12]=4)[C:5]([O:7][CH2:8][CH3:9])=[O:6])[CH2:32][CH2:33][CH2:34]2)[CH2:29]3)=[CH:21][CH:20]=1. (8) Given the reactants [Cl:1][C:2]1[CH:7]=[CH:6][C:5]([NH:8][C:9]([C:12]2[N:16]3[CH:17]=[CH:18][CH:19]=[CH:20][C:15]3=[N:14][C:13]=2[C:21]2[CH:26]=[C:25]([Cl:27])[CH:24]=[CH:23][C:22]=2[Cl:28])=[N:10][NH2:11])=[CH:4][CH:3]=1.[C:29](N1C=CN=C1)(N1C=CN=C1)=[O:30].C(OCC)(=O)C, predict the reaction product. The product is: [Cl:1][C:2]1[CH:7]=[CH:6][C:5]([N:8]2[C:29](=[O:30])[NH:11][N:10]=[C:9]2[C:12]2[N:16]3[CH:17]=[CH:18][CH:19]=[CH:20][C:15]3=[N:14][C:13]=2[C:21]2[CH:26]=[C:25]([Cl:27])[CH:24]=[CH:23][C:22]=2[Cl:28])=[CH:4][CH:3]=1.